Dataset: HIV replication inhibition screening data with 41,000+ compounds from the AIDS Antiviral Screen. Task: Binary Classification. Given a drug SMILES string, predict its activity (active/inactive) in a high-throughput screening assay against a specified biological target. (1) The molecule is CN(C)CCC(C=Cc1ccccc1)=NNc1ccc(Cl)c(Cl)c1.Cl. The result is 0 (inactive). (2) The drug is O=C(C=Cc1ccc(O)c(O)c1)OCc1ccccc1. The result is 1 (active).